From a dataset of Reaction yield outcomes from USPTO patents with 853,638 reactions. Predict the reaction yield, written as a fraction of the theoretical maximum amount of product (1.0 means a 100% yield; for example, 0.34 means a 34% yield). (1) The reactants are C(O[CH:4]=[C:5]([C:11](=O)[CH3:12])[C:6]([O:8]CC)=[O:7])C.[OH-].[Na+].[F:16][C:17]([F:22])([F:21])[CH2:18][NH:19][NH2:20].Cl.[OH-].[K+]. The catalyst is O. The product is [CH3:12][C:11]1[N:19]([CH2:18][C:17]([F:22])([F:21])[F:16])[N:20]=[CH:4][C:5]=1[C:6]([OH:8])=[O:7]. The yield is 0.590. (2) The catalyst is CO.C1COCC1.O. The reactants are C([O:4][C@@H:5]1[C@@H:10]([O:11]C(=O)C)[C@H:9]([O:15]C(=O)C)[C@@H:8]([S:19][CH3:20])[O:7][C@H:6]1[C:21]1[CH:26]=[CH:25][C:24]([CH3:27])=[C:23]([CH2:28][C:29]2[CH:34]=[CH:33][C:32]([CH2:35][CH2:36][CH2:37][C:38]([O:40]C)=[O:39])=[CH:31][CH:30]=2)[CH:22]=1)(=O)C.[OH-].[Li+].OS([O-])(=O)=O.[Na+]. The product is [CH3:27][C:24]1[CH:25]=[CH:26][C:21]([C@H:6]2[C@H:5]([OH:4])[C@@H:10]([OH:11])[C@H:9]([OH:15])[C@@H:8]([S:19][CH3:20])[O:7]2)=[CH:22][C:23]=1[CH2:28][C:29]1[CH:30]=[CH:31][C:32]([CH2:35][CH2:36][CH2:37][C:38]([OH:40])=[O:39])=[CH:33][CH:34]=1. The yield is 0.990.